Predict the reaction yield, written as a fraction of the theoretical maximum amount of product (1.0 means a 100% yield; for example, 0.34 means a 34% yield). From a dataset of Reaction yield outcomes from USPTO patents with 853,638 reactions. (1) The reactants are [CH:1]1([C:9]([N:11]2[CH2:16][CH2:15][N:14]([CH:17]3[CH2:20][CH2:19][CH2:18]3)[CH2:13][CH2:12]2)=[O:10])[C:3]2([CH2:8][CH2:7][NH:6][CH2:5][CH2:4]2)[CH2:2]1.Br[CH2:22][C:23]([O:25][C:26]([CH3:29])([CH3:28])[CH3:27])=[O:24]. The catalyst is C1COCC1. The product is [C:26]([O:25][C:23](=[O:24])[CH2:22][N:6]1[CH2:7][CH2:8][C:3]2([CH:1]([C:9]([N:11]3[CH2:16][CH2:15][N:14]([CH:17]4[CH2:18][CH2:19][CH2:20]4)[CH2:13][CH2:12]3)=[O:10])[CH2:2]2)[CH2:4][CH2:5]1)([CH3:29])([CH3:28])[CH3:27]. The yield is 0.880. (2) The reactants are [Br:1][CH2:2][C:3](Br)=[O:4].[C:6]([O:10][C:11]([N:13]1[CH2:18][CH2:17][NH:16][CH2:15][CH2:14]1)=[O:12])([CH3:9])([CH3:8])[CH3:7].C(N(C(C)C)CC)(C)C. The catalyst is ClCCl. The product is [C:6]([O:10][C:11]([N:13]1[CH2:18][CH2:17][N:16]([C:3](=[O:4])[CH2:2][Br:1])[CH2:15][CH2:14]1)=[O:12])([CH3:9])([CH3:7])[CH3:8]. The yield is 0.410. (3) The reactants are [OH:1][CH:2]([C:33]([CH3:36])([CH3:35])[CH3:34])[CH2:3][N:4]1[C:9](=[O:10])[C:8]([CH2:11][C:12]2[CH:17]=[CH:16][C:15]([C:18]3[C:19]([C:24]#[N:25])=[CH:20][CH:21]=[CH:22][CH:23]=3)=[CH:14][CH:13]=2)=[C:7]([CH2:26][CH2:27][CH3:28])[N:6]2[N:29]=[C:30]([CH3:32])[N:31]=[C:5]12.N1C(C)=CC=CC=1C.O1CCCC1.FC(F)(F)S(O[Si:56]([C:59]([CH3:62])([CH3:61])[CH3:60])([CH3:58])[CH3:57])(=O)=O. The catalyst is C(OCC)(=O)C. The product is [Si:56]([O:1][CH:2]([C:33]([CH3:35])([CH3:34])[CH3:36])[CH2:3][N:4]1[C:9](=[O:10])[C:8]([CH2:11][C:12]2[CH:13]=[CH:14][C:15]([C:18]3[C:19]([C:24]#[N:25])=[CH:20][CH:21]=[CH:22][CH:23]=3)=[CH:16][CH:17]=2)=[C:7]([CH2:26][CH2:27][CH3:28])[N:6]2[N:29]=[C:30]([CH3:32])[N:31]=[C:5]12)([C:59]([CH3:62])([CH3:61])[CH3:60])([CH3:58])[CH3:57]. The yield is 0.810. (4) The reactants are [NH2:1][C:2]1[C:7]([N+:8]([O-:10])=[O:9])=[C:6]([N:11]2[CH2:16][CH2:15][N:14]([CH2:17][C:18]([NH:20][C:21]3SC=CN=3)=[O:19])[CH2:13][CH2:12]2)[C:5]([Cl:26])=[CH:4][N:3]=1.NC1C([N+]([O-])=O)=C(Cl)C(Cl)=CN=1.CN([C:50]1[CH:55]=[CH:54][CH:53]=[CH:52][CH:51]=1)C(=O)CN1CCNCC1. The catalyst is C(O)(C)C. The product is [NH2:1][C:2]1[C:7]([N+:8]([O-:10])=[O:9])=[C:6]([N:11]2[CH2:16][CH2:15][N:14]([CH2:17][C:18]([N:20]([CH3:21])[C:50]3[CH:55]=[CH:54][CH:53]=[CH:52][CH:51]=3)=[O:19])[CH2:13][CH2:12]2)[C:5]([Cl:26])=[CH:4][N:3]=1. The yield is 0.570. (5) The catalyst is C1COCC1. The yield is 1.00. The product is [Br:1][C:2]1[CH:3]=[C:4]([O:12][CH3:13])[C:5]([Cl:11])=[C:6]([CH2:7][OH:8])[CH:10]=1. The reactants are [Br:1][C:2]1[CH:3]=[C:4]([O:12][CH3:13])[C:5]([Cl:11])=[C:6]([CH:10]=1)[C:7](O)=[O:8].B(F)(F)F.CSC.CO. (6) The reactants are [Cl:1][C:2]1[CH:21]=[CH:20][C:5]2=[N:6][N:7]([C:9]3[CH:14]=[C:13]([O:15][CH3:16])[CH:12]=[C:11]([CH2:17][OH:18])[C:10]=3[OH:19])[N:8]=[C:4]2[CH:3]=1.C(N(CC)CC)C.[C:29](Cl)(=[O:33])[C:30]([CH3:32])=[CH2:31]. The catalyst is C1COCC1. The product is [C:29]([O:18][CH2:17][C:11]1[CH:12]=[C:13]([O:15][CH3:16])[CH:14]=[C:9]([N:7]2[N:6]=[C:5]3[CH:20]=[CH:21][C:2]([Cl:1])=[CH:3][C:4]3=[N:8]2)[C:10]=1[OH:19])(=[O:33])[C:30]([CH3:32])=[CH2:31]. The yield is 0.340.